This data is from Forward reaction prediction with 1.9M reactions from USPTO patents (1976-2016). The task is: Predict the product of the given reaction. Given the reactants Br[CH2:2][CH2:3][O:4][C:5]1[CH:6]=[C:7]2[C:12](=[CH:13][CH:14]=1)[NH:11][C:10](=[C:15]1[C:23]3[C:18](=[CH:19][CH:20]=[CH:21][CH:22]=3)[NH:17][C:16]1=[O:24])[CH:9]=[CH:8]2.[NH:25]1[CH2:30][CH2:29][O:28][CH2:27][CH2:26]1.C(=O)(O)[O-].[Na+], predict the reaction product. The product is: [N:25]1([CH2:2][CH2:3][O:4][C:5]2[CH:6]=[C:7]3[C:12](=[CH:13][CH:14]=2)[NH:11][C:10](=[C:15]2[C:23]4[C:18](=[CH:19][CH:20]=[CH:21][CH:22]=4)[NH:17][C:16]2=[O:24])[CH:9]=[CH:8]3)[CH2:30][CH2:29][O:28][CH2:27][CH2:26]1.